This data is from NCI-60 drug combinations with 297,098 pairs across 59 cell lines. The task is: Regression. Given two drug SMILES strings and cell line genomic features, predict the synergy score measuring deviation from expected non-interaction effect. Drug 1: CC1=C(C(=CC=C1)Cl)NC(=O)C2=CN=C(S2)NC3=CC(=NC(=N3)C)N4CCN(CC4)CCO. Drug 2: CCN(CC)CCNC(=O)C1=C(NC(=C1C)C=C2C3=C(C=CC(=C3)F)NC2=O)C. Cell line: NCI-H522. Synergy scores: CSS=17.5, Synergy_ZIP=-4.47, Synergy_Bliss=0.672, Synergy_Loewe=-27.8, Synergy_HSA=1.31.